From a dataset of Full USPTO retrosynthesis dataset with 1.9M reactions from patents (1976-2016). Predict the reactants needed to synthesize the given product. (1) Given the product [O:1]=[C:2]1[C:6]2=[CH:7][N:8]([CH2:15][C:16]3[CH:17]=[CH:18][C:19]([N:22]4[CH:26]=[CH:25][CH:24]=[N:23]4)=[CH:20][CH:21]=3)[C:9]3[CH:10]=[CH:11][CH:12]=[CH:13][C:14]=3[C:5]2=[N:4][N:3]1[C:27]1[CH:35]=[CH:34][CH:33]=[CH:32][C:28]=1[C:29]([O:31][CH3:38])=[O:30], predict the reactants needed to synthesize it. The reactants are: [O:1]=[C:2]1[C:6]2=[CH:7][N:8]([CH2:15][C:16]3[CH:21]=[CH:20][C:19]([N:22]4[CH:26]=[CH:25][CH:24]=[N:23]4)=[CH:18][CH:17]=3)[C:9]3[CH:10]=[CH:11][CH:12]=[CH:13][C:14]=3[C:5]2=[N:4][N:3]1[C:27]1[CH:35]=[CH:34][CH:33]=[CH:32][C:28]=1[C:29]([OH:31])=[O:30].CO.[CH3:38][Si](C=[N+]=[N-])(C)C. (2) Given the product [F:24][C:10]1[CH:11]=[C:12]([C:27]2[CH:32]=[CH:31][CH:30]=[C:29]([S:33][CH:34]([CH3:36])[CH3:35])[N:28]=2)[CH:13]=[CH:14][C:9]=1[O:8][CH2:7][CH2:6][CH2:5][C:4]([OH:3])=[O:25], predict the reactants needed to synthesize it. The reactants are: C([O:3][C:4](=[O:25])[CH2:5][CH2:6][CH2:7][O:8][C:9]1[CH:14]=[CH:13][C:12](B2OC(C)(C)C(C)(C)O2)=[CH:11][C:10]=1[F:24])C.Cl[C:27]1[CH:32]=[CH:31][CH:30]=[C:29]([S:33][CH:34]([CH3:36])[CH3:35])[N:28]=1. (3) Given the product [Cl:18][C:9]1[C:10]([O:16][CH3:17])=[CH:11][C:12]([O:14][CH3:15])=[CH:13][C:8]=1[NH2:7], predict the reactants needed to synthesize it. The reactants are: C(OC(=O)[NH:7][C:8]1[CH:13]=[C:12]([O:14][CH3:15])[CH:11]=[C:10]([O:16][CH3:17])[C:9]=1[Cl:18])(C)(C)C.FC(F)(F)C(O)=O. (4) Given the product [I-:27].[CH3:25][O:24][C:22]([C:4]1[C:5]2[C:10]3[CH:11]=[CH:12][CH:13]=[C:14]4[N+:15]([CH3:26])=[C:16]5[C:21]([CH:20]=[CH:19][CH:18]=[CH:17]5)=[C:8]([C:9]=34)[S:7][C:6]=2[CH:1]=[CH:2][CH:3]=1)=[O:23], predict the reactants needed to synthesize it. The reactants are: [CH:1]1[C:6]2[S:7][C:8]3[C:9]4[C:14]([N:15]=[C:16]5[C:21]=3[CH:20]=[CH:19][CH:18]=[CH:17]5)=[CH:13][CH:12]=[CH:11][C:10]=4[C:5]=2[C:4]([C:22]([O:24][CH3:25])=[O:23])=[CH:3][CH:2]=1.[CH3:26][I:27].